Dataset: Full USPTO retrosynthesis dataset with 1.9M reactions from patents (1976-2016). Task: Predict the reactants needed to synthesize the given product. (1) Given the product [C:1]([C:3]1[CH:4]=[C:5]([N+:10]([O-:12])=[O:11])[CH:6]=[CH:7][C:8]=1[O:20][C:17]1[CH:18]=[CH:19][C:14]([F:13])=[C:15]([NH:21][C:22](=[O:34])[CH2:23][C:24]2[CH:29]=[CH:28][CH:27]=[C:26]([C:30]([F:31])([F:32])[F:33])[CH:25]=2)[CH:16]=1)#[N:2], predict the reactants needed to synthesize it. The reactants are: [C:1]([C:3]1[CH:4]=[C:5]([N+:10]([O-:12])=[O:11])[CH:6]=[CH:7][C:8]=1F)#[N:2].[F:13][C:14]1[CH:19]=[CH:18][C:17]([OH:20])=[CH:16][C:15]=1[NH:21][C:22](=[O:34])[CH2:23][C:24]1[CH:29]=[CH:28][CH:27]=[C:26]([C:30]([F:33])([F:32])[F:31])[CH:25]=1.C(=O)([O-])[O-].[K+].[K+]. (2) Given the product [Cl:12][C:13]1[C:18]([NH:19][S:20]([C:23]2[CH:28]=[CH:27][C:26]([F:29])=[CH:25][CH:24]=2)(=[O:22])=[O:21])=[CH:17][C:16]([C:2]2[N:6]3[N:7]=[C:8]([Cl:11])[CH:9]=[CH:10][C:5]3=[N:4][CH:3]=2)=[CH:15][N:14]=1, predict the reactants needed to synthesize it. The reactants are: Br[C:2]1[N:6]2[N:7]=[C:8]([Cl:11])[CH:9]=[CH:10][C:5]2=[N:4][CH:3]=1.[Cl:12][C:13]1[C:18]([NH:19][S:20]([C:23]2[CH:28]=[CH:27][C:26]([F:29])=[CH:25][CH:24]=2)(=[O:22])=[O:21])=[CH:17][C:16](B2OC(C)(C)C(C)(C)O2)=[CH:15][N:14]=1.ClCCl.C(=O)([O-])[O-].[Na+].[Na+]. (3) Given the product [CH2:1]([O:5][CH2:6][CH2:7][O:8][C:9]1[CH:10]=[CH:11][C:12]([C:15]2[CH:16]=[CH:17][C:18]3[N:24]([CH2:11][CH:12]([CH3:15])[CH3:13])[CH2:23][CH2:22][C:21]([C:25]([NH:27][C:28]4[CH:33]=[CH:32][C:31]([CH:34]([OH:43])[C:35]5[CH:40]=[C:39]([CH3:41])[CH:38]=[CH:37][N+:36]=5[O-:42])=[C:30]([O:44][CH3:45])[CH:29]=4)=[O:26])=[CH:20][C:19]=3[CH:46]=2)=[CH:13][CH:14]=1)[CH2:2][CH2:3][CH3:4], predict the reactants needed to synthesize it. The reactants are: [CH2:1]([O:5][CH2:6][CH2:7][O:8][C:9]1[CH:14]=[CH:13][C:12]([C:15]2[CH:16]=[CH:17][C:18]3[NH:24][CH2:23][CH2:22][C:21]([C:25]([NH:27][C:28]4[CH:33]=[CH:32][C:31]([CH:34]([OH:43])[C:35]5[CH:40]=[C:39]([CH3:41])[CH:38]=[CH:37][N+:36]=5[O-:42])=[C:30]([O:44][CH3:45])[CH:29]=4)=[O:26])=[CH:20][C:19]=3[CH:46]=2)=[CH:11][CH:10]=1)[CH2:2][CH2:3][CH3:4].C(=O)(O)[O-].[Na+]. (4) Given the product [CH3:26][S:25]([C:21]1[N:20]=[C:19]([N:14]2[C:15]3[C:11](=[C:10]([CH2:9][O:5][CH2:4][CH2:3][S:2][CH3:1])[CH:18]=[CH:17][CH:16]=3)[CH:12]=[CH:13]2)[CH:24]=[CH:23][N:22]=1)=[O:30], predict the reactants needed to synthesize it. The reactants are: [CH3:1][S:2][CH2:3][CH2:4][OH:5].[H-].[Na+].Br[CH2:9][C:10]1[CH:18]=[CH:17][CH:16]=[C:15]2[C:11]=1[CH:12]=[CH:13][N:14]2[C:19]1[CH:24]=[CH:23][N:22]=[C:21]([S:25][CH3:26])[N:20]=1.C1C[O:30]CC1. (5) Given the product [CH3:23][O:22][C:20](=[O:21])[C:24]1[CH:31]=[CH:30][C:27]([CH2:28][O:8][C:6]2[CH:5]=[CH:4][C:3]([S:9][C:10]3[CH:15]=[CH:14][C:13]([NH:16][C:17](=[O:19])[CH3:18])=[CH:12][CH:11]=3)=[C:2]([NH2:1])[CH:7]=2)=[CH:26][CH:25]=1, predict the reactants needed to synthesize it. The reactants are: [NH2:1][C:2]1[CH:7]=[C:6]([OH:8])[CH:5]=[CH:4][C:3]=1[S:9][C:10]1[CH:15]=[CH:14][C:13]([NH:16][C:17](=[O:19])[CH3:18])=[CH:12][CH:11]=1.[C:20]([C:24]1[CH:31]=[CH:30][C:27]([CH2:28]Br)=[CH:26][CH:25]=1)([O:22][CH3:23])=[O:21].C(=O)([O-])[O-].[K+].[K+].